This data is from Reaction yield outcomes from USPTO patents with 853,638 reactions. The task is: Predict the reaction yield, written as a fraction of the theoretical maximum amount of product (1.0 means a 100% yield; for example, 0.34 means a 34% yield). (1) The reactants are C1(P(C2C=CC=CC=2)C2C=CC=CC=2)C=CC=CC=1.[C:20]([Br:24])(Br)(Br)[Br:21].[C:25]([O:29][C:30]([N:32]1[CH2:36][CH2:35][CH2:34][CH:33]1[CH:37]=O)=[O:31])([CH3:28])([CH3:27])[CH3:26].C(=O)(O)[O-].[Na+]. The catalyst is ClCCl. The product is [Br:21][C:20]([Br:24])=[CH:37][C@@H:33]1[CH2:34][CH2:35][CH2:36][N:32]1[C:30]([O:29][C:25]([CH3:26])([CH3:28])[CH3:27])=[O:31]. The yield is 0.860. (2) The reactants are Cl.C(OC([N:9]([CH2:33][CH:34]1[CH2:39][CH2:38][N:37](C(OC(C)(C)C)=O)[CH2:36][CH2:35]1)[CH2:10][CH2:11][C:12]1[CH:17]=[C:16]([O:18][CH3:19])[C:15]([NH:20][C:21]([NH:23][C:24]2[CH:29]=[N:28][C:27]([C:30]#[N:31])=[CH:26][N:25]=2)=[O:22])=[CH:14][C:13]=1[Cl:32])=O)(C)(C)C. The catalyst is O1CCOCC1.C(#N)C. The product is [ClH:32].[Cl:32][C:13]1[C:12]([CH2:11][CH2:10][NH:9][CH2:33][CH:34]2[CH2:35][CH2:36][NH:37][CH2:38][CH2:39]2)=[CH:17][C:16]([O:18][CH3:19])=[C:15]([NH:20][C:21]([NH:23][C:24]2[CH:29]=[N:28][C:27]([C:30]#[N:31])=[CH:26][N:25]=2)=[O:22])[CH:14]=1. The yield is 0.630. (3) The reactants are [NH:1]1[C:5]2=[N:6][CH:7]=[CH:8][CH:9]=[C:4]2[CH:3]=[CH:2]1.[OH-].[Na+].[C:12]([O:16][C:17](=[O:36])[N:18]([CH2:28][C:29]1[CH:34]=[CH:33][C:32]([Cl:35])=[CH:31][CH:30]=1)[C:19]1[CH:24]=[CH:23][C:22]([CH:25]=[O:26])=[C:21]([Cl:27])[N:20]=1)([CH3:15])([CH3:14])[CH3:13].O. The catalyst is CO. The product is [C:12]([O:16][C:17](=[O:36])[N:18]([CH2:28][C:29]1[CH:34]=[CH:33][C:32]([Cl:35])=[CH:31][CH:30]=1)[C:19]1[CH:24]=[CH:23][C:22]([CH:25]([OH:26])[C:3]2[C:4]3[C:5](=[N:6][CH:7]=[CH:8][CH:9]=3)[NH:1][CH:2]=2)=[C:21]([Cl:27])[N:20]=1)([CH3:15])([CH3:13])[CH3:14]. The yield is 0.510. (4) The reactants are [CH3:1][O:2][C:3]1[C:12]([O:13][CH2:14][CH2:15][CH2:16][Cl:17])=[CH:11][C:6]([C:7]([O:9][CH3:10])=[O:8])=[C:5]([N+:18]([O-])=O)[CH:4]=1.[H][H]. The catalyst is [Pd].CO. The product is [CH3:1][O:2][C:3]1[CH:4]=[C:5]([NH2:18])[C:6](=[CH:11][C:12]=1[O:13][CH2:14][CH2:15][CH2:16][Cl:17])[C:7]([O:9][CH3:10])=[O:8]. The yield is 0.981. (5) The reactants are [CH3:1][CH2:2][CH2:3][CH2:4][CH2:5][CH2:6][CH2:7][CH2:8][CH2:9][CH2:10][CH2:11][CH2:12][CH2:13][CH2:14][CH2:15][C:16](=[O:32])[CH2:17][CH2:18][CH2:19][CH2:20][CH2:21][CH2:22][CH2:23][CH2:24][CH2:25][CH2:26][CH2:27][CH2:28][CH2:29][CH2:30][CH3:31].[C@@H:33]1([N:42]2[CH:49]=[CH:48][C:46](=[O:47])[NH:45][C:43]2=[O:44])[O:41][C@H:38]([CH2:39][OH:40])[C@@H:36](O)[C@H:34]1[OH:35].CC1C=CC(S(O)(=O)=O)=CC=1.C(OC(OCC)OCC)C. The catalyst is C(N(CC)CC)C.C1COCC1. The product is [OH:40][CH2:39][CH:38]1[CH:36]2[O:32][C:16]([CH2:15][CH2:14][CH2:13][CH2:12][CH2:11][CH2:10][CH2:9][CH2:8][CH2:7][CH2:6][CH2:5][CH2:4][CH2:3][CH2:2][CH3:1])([CH2:17][CH2:18][CH2:19][CH2:20][CH2:21][CH2:22][CH2:23][CH2:24][CH2:25][CH2:26][CH2:27][CH2:28][CH2:29][CH2:30][CH3:31])[O:35][CH:34]2[CH:33]([N:42]2[CH:49]=[CH:48][C:46](=[O:47])[NH:45][C:43]2=[O:44])[O:41]1. The yield is 0.537. (6) The reactants are Br[C:2]1[CH:3]=[C:4]([N+:14]([O-:16])=[O:15])[C:5]([NH2:13])=[N:6][C:7]=1[C:8]1[S:9][CH:10]=[CH:11][CH:12]=1.C(=O)([O-])[O-].[Cs+].[Cs+]. The catalyst is O1CCOCC1. The product is [N+:14]([C:4]1[CH:3]=[C:2]([C:3]2[CH:2]=[CH:7][N:6]=[CH:5][CH:4]=2)[C:7]([C:8]2[S:9][CH:10]=[CH:11][CH:12]=2)=[N:6][C:5]=1[NH2:13])([O-:16])=[O:15]. The yield is 0.990.